Task: Predict which catalyst facilitates the given reaction.. Dataset: Catalyst prediction with 721,799 reactions and 888 catalyst types from USPTO (1) Reactant: [O:1]=[C:2]1[CH2:9][C:6]([CH3:8])([CH3:7])[CH2:5][C:4]([CH3:10])=[CH:3]1.Br[CH2:12][CH2:13][CH2:14][CH3:15].[OH-].[K+].O. Product: [CH2:12]([C:3]1[C:2](=[O:1])[CH2:9][C:6]([CH3:8])([CH3:7])[CH2:5][C:4]=1[CH3:10])[CH2:13][CH2:14][CH3:15]. The catalyst class is: 435. (2) Reactant: [Li+].[BH4-].C[O:4][C:5](=O)[C:6]([NH:30][C:31](=[O:33])[CH3:32])([CH2:11][CH:12]1[C:20]2[C:15](=[CH:16][C:17]([CH2:21][CH2:22][CH2:23][CH2:24][CH2:25][CH2:26][CH2:27][CH3:28])=[CH:18][CH:19]=2)[CH2:14][C:13]1=[O:29])[C:7](OC)=[O:8]. Product: [OH:4][CH2:5][C:6]([NH:30][C:31](=[O:33])[CH3:32])([CH2:7][OH:8])[CH2:11][CH:12]1[C:20]2[C:15](=[CH:16][C:17]([CH2:21][CH2:22][CH2:23][CH2:24][CH2:25][CH2:26][CH2:27][CH3:28])=[CH:18][CH:19]=2)[CH2:14][CH:13]1[OH:29]. The catalyst class is: 1. (3) Reactant: [N+](C1C=CC=CC=1S([N:13]([CH2:36][C:37]1[CH:42]=[CH:41][CH:40]=[CH:39][N:38]=1)[CH2:14][C:15]1[CH:20]=[CH:19][C:18]([CH2:21][N:22]([CH2:33][CH2:34][NH2:35])[CH:23]2[C:32]3[N:31]=[CH:30][CH:29]=[CH:28][C:27]=3[CH2:26][CH2:25][CH2:24]2)=[CH:17][CH:16]=1)(=O)=O)([O-])=O.[NH:43]1[CH:47]=[CH:46][N:45]=[C:44]1[CH:48]=O.[BH4-].[Na+].C(OC(OC(OC(C)(C)C)=O)=O)(C)(C)C. Product: [N:38]1[CH:39]=[CH:40][CH:41]=[CH:42][C:37]=1[CH2:36][NH:13][CH2:14][C:15]1[CH:16]=[CH:17][C:18]([CH2:21][N:22]([CH2:33][CH2:34][NH:35][CH2:48][C:44]2[NH:45][CH:46]=[CH:47][N:43]=2)[CH:23]2[C:32]3[N:31]=[CH:30][CH:29]=[CH:28][C:27]=3[CH2:26][CH2:25][CH2:24]2)=[CH:19][CH:20]=1. The catalyst class is: 5. (4) Reactant: [NH2:1][C:2]1[C:7]([CH2:8]O)=[C:6]([CH:10]2[CH2:15][CH2:14][N:13]([C:16]([O:18][C:19]([CH3:22])([CH3:21])[CH3:20])=[O:17])[CH2:12][CH2:11]2)[CH:5]=[C:4]([C:23]2[C:28]([OH:29])=[CH:27][CH:26]=[CH:25][C:24]=2[O:30][CH2:31][CH:32]2[CH2:34][CH2:33]2)[N:3]=1.C([N:37]1[CH:41]=[CH:40][N:39]=[CH:38]1)([N:37]1[CH:41]=[CH:40][N:39]=[CH:38]1)=O. Product: [NH2:1][C:2]1[C:7]([CH2:8][N:37]2[CH:41]=[CH:40][N:39]=[CH:38]2)=[C:6]([CH:10]2[CH2:15][CH2:14][N:13]([C:16]([O:18][C:19]([CH3:21])([CH3:20])[CH3:22])=[O:17])[CH2:12][CH2:11]2)[CH:5]=[C:4]([C:23]2[C:28]([OH:29])=[CH:27][CH:26]=[CH:25][C:24]=2[O:30][CH2:31][CH:32]2[CH2:33][CH2:34]2)[N:3]=1. The catalyst class is: 10. (5) Reactant: [CH2:1]([O:8][C:9]1[CH:14]=[CH:13][C:12]([C:15]([C:17]2[CH:22]=[CH:21][C:20]([O:23][CH3:24])=[CH:19][C:18]=2[OH:25])=[O:16])=[CH:11][CH:10]=1)[C:2]1[CH:7]=[CH:6][CH:5]=[CH:4][CH:3]=1.Br[C:27]([CH3:36])([CH3:35])[C:28]([O:30][C:31]([CH3:34])([CH3:33])[CH3:32])=[O:29].C(=O)([O-])[O-].[K+].[K+].S([O-])([O-])(=O)=O.[Mg+2]. The catalyst class is: 145. Product: [CH2:1]([O:8][C:9]1[CH:10]=[CH:11][C:12]([C:15]([C:17]2[CH:22]=[CH:21][C:20]([O:23][CH3:24])=[CH:19][C:18]=2[O:25][C:27]([CH3:36])([CH3:35])[C:28]([O:30][C:31]([CH3:34])([CH3:33])[CH3:32])=[O:29])=[O:16])=[CH:13][CH:14]=1)[C:2]1[CH:7]=[CH:6][CH:5]=[CH:4][CH:3]=1.